From a dataset of Forward reaction prediction with 1.9M reactions from USPTO patents (1976-2016). Predict the product of the given reaction. (1) Given the reactants CC1(C)C(C)(C)OB([C:9]2[CH:10]=[C:11]3[C:16]4=[C:17]([CH2:19][CH2:20][N:15]4[C:14](=[O:21])[CH2:13][CH2:12]3)[CH:18]=2)O1.Br[C:24]1[CH:25]=[C:26]([CH2:30][NH:31][S:32]([CH2:35][CH3:36])(=[O:34])=[O:33])[CH:27]=[N:28][CH:29]=1, predict the reaction product. The product is: [O:21]=[C:14]1[CH2:13][CH2:12][C:11]2[C:16]3=[C:17]([CH2:19][CH2:20][N:15]13)[CH:18]=[C:9]([C:24]1[CH:25]=[C:26]([CH2:30][NH:31][S:32]([CH2:35][CH3:36])(=[O:33])=[O:34])[CH:27]=[N:28][CH:29]=1)[CH:10]=2. (2) Given the reactants [CH3:1][C:2]1[CH:3]=[C:4]([NH:16][C:17]2[C:26]3[C:21](=[CH:22][CH:23]=[CH:24][C:25]=3[O:27][CH2:28][C:29]([OH:31])=O)[N:20]=[CH:19][N:18]=2)[CH:5]=[CH:6][C:7]=1[O:8][C:9]1[CH:10]=[N:11][C:12]([CH3:15])=[CH:13][CH:14]=1.[CH2:32]([CH2:34][NH2:35])[OH:33], predict the reaction product. The product is: [OH:33][CH2:32][CH2:34][NH:35][C:29](=[O:31])[CH2:28][O:27][C:25]1[CH:24]=[CH:23][CH:22]=[C:21]2[C:26]=1[C:17]([NH:16][C:4]1[CH:5]=[CH:6][C:7]([O:8][C:9]3[CH:10]=[N:11][C:12]([CH3:15])=[CH:13][CH:14]=3)=[C:2]([CH3:1])[CH:3]=1)=[N:18][CH:19]=[N:20]2. (3) Given the reactants [Cl:1][C:2]1[CH:11]=[CH:10][C:5]2[N:6]=C(N)[S:8][C:4]=2[CH:3]=1.[OH-].[K+].Cl, predict the reaction product. The product is: [NH2:6][C:5]1[CH:10]=[CH:11][C:2]([Cl:1])=[CH:3][C:4]=1[SH:8]. (4) The product is: [N:1]1[C:10]2[C:5](=[CH:6][CH:7]=[CH:8][N:9]=2)[C:4]([CH:11]([OH:12])[CH3:13])=[CH:3][CH:2]=1. Given the reactants [N:1]1[C:10]2[C:5](=[CH:6][CH:7]=[CH:8][N:9]=2)[C:4]([CH:11]=[O:12])=[CH:3][CH:2]=1.[CH3:13][Mg]Br.[Cl-].[NH4+], predict the reaction product. (5) Given the reactants Br[CH2:2][C:3]1[CH:12]=[CH:11][C:6]([C:7]([O:9][CH3:10])=[O:8])=[CH:5][CH:4]=1.C(OCC)(=O)C.C(O)C.[CH3:22][NH2:23], predict the reaction product. The product is: [CH3:22][NH:23][CH2:2][C:3]1[CH:12]=[CH:11][C:6]([C:7]([O:9][CH3:10])=[O:8])=[CH:5][CH:4]=1. (6) Given the reactants [CH2:1]([O:3][C:4](=[O:14])[CH2:5][CH2:6][C:7]1[CH:12]=[CH:11][C:10]([NH2:13])=[CH:9][CH:8]=1)[CH3:2].[N:15]([O-])=O.[Na+].O.O.Cl[Sn]Cl, predict the reaction product. The product is: [CH2:1]([O:3][C:4](=[O:14])[CH2:5][CH2:6][C:7]1[CH:8]=[CH:9][C:10]([NH:13][NH2:15])=[CH:11][CH:12]=1)[CH3:2].